From a dataset of Catalyst prediction with 721,799 reactions and 888 catalyst types from USPTO. Predict which catalyst facilitates the given reaction. (1) Reactant: [Si]([O:18][C@@H:19]1[CH2:36][CH2:35][C@@:34]2([CH3:37])[C@@H:21]([CH2:22][CH2:23][C@@H:24]3[C@@H:33]2[CH2:32][CH2:31][C@@:29]2([CH3:30])[C@H:25]3[CH2:26][CH2:27][C@@H:28]2[C:38]#[C:39][C:40]2[CH:45]=[CH:44][C:43]([CH3:46])=[CH:42][CH:41]=2)[CH2:20]1)(C(C)(C)C)(C1C=CC=CC=1)C1C=CC=CC=1. Product: [C:43]1([CH3:46])[CH:44]=[CH:45][C:40]([C:39]#[C:38][C@H:28]2[CH2:27][CH2:26][C@H:25]3[C@H:24]4[C@H:33]([CH2:32][CH2:31][C@:29]23[CH3:30])[C@:34]2([CH3:37])[C@H:21]([CH2:20][C@H:19]([OH:18])[CH2:36][CH2:35]2)[CH2:22][CH2:23]4)=[CH:41][CH:42]=1. The catalyst class is: 7. (2) Reactant: [O:1]=[C:2]([NH:8][C:9]1[CH:10]=[C:11]([CH3:15])[CH:12]=[CH:13][CH:14]=1)/[CH:3]=[CH:4]\[C:5]([OH:7])=O.[CH3:16][CH2:17][N:18](CC)[CH2:19][CH3:20].ClC(OC)=O.N1CCCC1. Product: [O:7]=[C:5]([N:18]1[CH2:19][CH2:20][CH2:16][CH2:17]1)/[CH:4]=[CH:3]\[C:2]([NH:8][C:9]1[CH:10]=[C:11]([CH3:15])[CH:12]=[CH:13][CH:14]=1)=[O:1]. The catalyst class is: 1.